Dataset: Forward reaction prediction with 1.9M reactions from USPTO patents (1976-2016). Task: Predict the product of the given reaction. (1) Given the reactants COC1C=C(OC)C=CC=1C[NH:6][C:7]1[CH:14]=[CH:13][C:10]([C:11]#[N:12])=[CH:9][C:8]=1[NH:15][C:16]1[N:24]=[C:23]2[C:19]([NH:20][C:21](=[O:37])[N:22]2[C@H:25]2[C:34]3[C:29](=[C:30]([F:36])[CH:31]=[C:32]([F:35])[CH:33]=3)[O:28][CH2:27][CH2:26]2)=[CH:18][N:17]=1.C(O)(C(F)(F)F)=O.C([SiH](CC)CC)C, predict the reaction product. The product is: [NH2:6][C:7]1[CH:14]=[CH:13][C:10]([C:11]#[N:12])=[CH:9][C:8]=1[NH:15][C:16]1[N:24]=[C:23]2[C:19]([NH:20][C:21](=[O:37])[N:22]2[C@H:25]2[C:34]3[C:29](=[C:30]([F:36])[CH:31]=[C:32]([F:35])[CH:33]=3)[O:28][CH2:27][CH2:26]2)=[CH:18][N:17]=1. (2) Given the reactants [I:1][C:2]1[C:3](=[O:19])[C:4]2[CH:9]=[CH:8][C:7](=O)[NH:6][C:5]=2[O:11][C:12]=1[C:13]1[CH:18]=[CH:17][CH:16]=[CH:15][CH:14]=1.CN(C=O)C.S(Cl)([Cl:27])=O, predict the reaction product. The product is: [Cl:27][C:7]1[N:6]=[C:5]2[O:11][C:12]([C:13]3[CH:18]=[CH:17][CH:16]=[CH:15][CH:14]=3)=[C:2]([I:1])[C:3](=[O:19])[C:4]2=[CH:9][CH:8]=1.